From a dataset of Full USPTO retrosynthesis dataset with 1.9M reactions from patents (1976-2016). Predict the reactants needed to synthesize the given product. (1) The reactants are: [Cl:1][C:2]1[CH:7]=[CH:6][CH:5]=[CH:4][C:3]=1[CH:8]1[CH2:14][NH:13][C:12](=[O:15])[CH2:11][C:10]2[CH:16]=[CH:17][C:18]([CH3:20])=[CH:19][C:9]1=2.C(=O)([O-])[O-].[Cs+].[Cs+].Br[CH2:28][C:29]([O:31][CH2:32][CH3:33])=[O:30].O. Given the product [CH2:32]([O:31][C:29](=[O:30])[CH2:28][N:13]1[C:12](=[O:15])[CH2:11][C:10]2[CH:16]=[CH:17][C:18]([CH3:20])=[CH:19][C:9]=2[CH:8]([C:3]2[CH:4]=[CH:5][CH:6]=[CH:7][C:2]=2[Cl:1])[CH2:14]1)[CH3:33], predict the reactants needed to synthesize it. (2) Given the product [CH3:22][N:4]([CH3:3])[C:5]1([C:16]2[S:17][C:18]([F:21])=[CH:19][CH:20]=2)[CH2:15][CH2:14][C:8]2([CH2:9][CH2:42][N:11]([C:10](=[O:13])[CH2:28][C:29]([O:32][CH3:33])([CH3:31])[CH3:30])[CH2:12]2)[CH2:7][CH2:6]1, predict the reactants needed to synthesize it. The reactants are: [OH-].[Na+].[CH3:3][N:4]([CH3:22])[C:5]1([C:16]2[S:17][C:18]([F:21])=[CH:19][CH:20]=2)[CH2:15][CH2:14][C:8]2([CH2:12][NH:11][C:10](=[O:13])[CH2:9]2)[CH2:7][CH2:6]1.S(C1C=CC(C)=CC=1)(OC[CH2:28][C:29]([O:32][CH3:33])([CH3:31])[CH3:30])(=O)=O.O.[CH3:42]S(C)=O. (3) Given the product [C:10]([C:14]1[CH:19]=[CH:18][C:17]([C:2]2[C:3](=[O:9])[CH2:4][CH2:5][C:6]=2[O:7][CH3:8])=[CH:16][CH:15]=1)([CH3:13])([CH3:12])[CH3:11], predict the reactants needed to synthesize it. The reactants are: Br[C:2]1[C:3](=[O:9])[CH2:4][CH2:5][C:6]=1[O:7][CH3:8].[C:10]([C:14]1[CH:19]=[CH:18][C:17](B(O)O)=[CH:16][CH:15]=1)([CH3:13])([CH3:12])[CH3:11].ClCCl.C([O-])([O-])=O.[K+].[K+]. (4) The reactants are: [F:1][C:2]1[CH:3]=[C:4](/[CH:12]=[CH:13]/[C:14]([N:16]2[C@H:20]([C:21]3[CH:26]=[CH:25][CH:24]=[CH:23][CH:22]=3)[CH2:19][O:18][C:17]2=[O:27])=[O:15])[CH:5]=[CH:6][C:7]=1[C:8]([F:11])([F:10])[F:9].CO[CH2:30][N:31]([CH2:37][C:38]1[CH:43]=[CH:42][CH:41]=[CH:40][CH:39]=1)[CH2:32][Si](C)(C)C.C(O)(C(F)(F)F)=O.C1C=CC=CC=1. Given the product [CH2:37]([N:31]1[CH2:32][C@@H:12]([C:4]2[CH:5]=[CH:6][C:7]([C:8]([F:9])([F:10])[F:11])=[C:2]([F:1])[CH:3]=2)[C@H:13]([C:14]([N:16]2[C@H:20]([C:21]3[CH:22]=[CH:23][CH:24]=[CH:25][CH:26]=3)[CH2:19][O:18][C:17]2=[O:27])=[O:15])[CH2:30]1)[C:38]1[CH:43]=[CH:42][CH:41]=[CH:40][CH:39]=1, predict the reactants needed to synthesize it. (5) Given the product [Cl:1][CH2:2][C:3]([NH:5][C:6]1[CH:7]=[CH:8][CH:9]=[C:10]2[C:15]=1[CH:14]=[C:13]([O:16][S:25]([CH3:24])(=[O:27])=[O:26])[CH:12]=[CH:11]2)=[O:4], predict the reactants needed to synthesize it. The reactants are: [Cl:1][CH2:2][C:3]([NH:5][C:6]1[C:15]2[C:10](=[CH:11][CH:12]=[C:13]([OH:16])[CH:14]=2)[CH:9]=[CH:8][CH:7]=1)=[O:4].C(N(CC)CC)C.[CH3:24][S:25](Cl)(=[O:27])=[O:26]. (6) Given the product [Br:1][C:2]1[C:6]([Br:7])=[CH:5][S:4][C:3]=1[CH:18]=[O:19], predict the reactants needed to synthesize it. The reactants are: [Br:1][C:2]1[C:6]([Br:7])=[CH:5][S:4][CH:3]=1.C([N-]C(C)C)(C)C.[Li+].CN(C)[CH:18]=[O:19]. (7) Given the product [C:1]([O-:22])(=[O:21])[CH2:2][CH2:3][CH2:4][CH2:5][CH2:6][CH2:7][CH2:8][CH2:9][CH2:10][CH2:11][CH2:12][CH2:13][CH2:14][CH2:15][CH2:16][CH2:17][CH2:18][CH2:19][CH2:20][CH2:23][CH3:24].[Na+:44], predict the reactants needed to synthesize it. The reactants are: [C:1]([OH:22])(=[O:21])[CH2:2][CH2:3][CH2:4][CH2:5][CH2:6][CH2:7][CH2:8][CH2:9][CH2:10][CH2:11][CH2:12][CH2:13][CH2:14][CH2:15][CH2:16][CH2:17][CH2:18][CH2:19][CH3:20].[C:23](O)(=O)[CH2:24]CCCCCCCCCCCCCCCC.[OH-].[Na+:44].[N+]([O-])(O)=O. (8) Given the product [CH:1]([O:14][C:15]1[C:16]2[C:35](=[O:36])[N:34]([CH2:37][C:38]3[CH:39]=[CH:40][C:41]([F:44])=[CH:42][CH:43]=3)[CH2:33][C:17]=2[C:18]([C:57]2[C:52]([F:51])=[N:53][CH:54]=[CH:55][CH:56]=2)=[C:19]2[C:24]=1[N:23]=[CH:22][CH:21]=[CH:20]2)([C:8]1[CH:9]=[CH:10][CH:11]=[CH:12][CH:13]=1)[C:2]1[CH:7]=[CH:6][CH:5]=[CH:4][CH:3]=1, predict the reactants needed to synthesize it. The reactants are: [CH:1]([O:14][C:15]1[C:16]2[C:35](=[O:36])[N:34]([CH2:37][C:38]3[CH:43]=[CH:42][C:41]([F:44])=[CH:40][CH:39]=3)[CH2:33][C:17]=2[C:18](OS(C(F)(F)F)(=O)=O)=[C:19]2[C:24]=1[N:23]=[CH:22][CH:21]=[CH:20]2)([C:8]1[CH:13]=[CH:12][CH:11]=[CH:10][CH:9]=1)[C:2]1[CH:7]=[CH:6][CH:5]=[CH:4][CH:3]=1.C([O-])([O-])=O.[K+].[K+].[F:51][C:52]1[C:57](B(O)O)=[CH:56][CH:55]=[CH:54][N:53]=1.CCOC(C)=O.CCCCCC.